This data is from Reaction yield outcomes from USPTO patents with 853,638 reactions. The task is: Predict the reaction yield, written as a fraction of the theoretical maximum amount of product (1.0 means a 100% yield; for example, 0.34 means a 34% yield). (1) The reactants are [N+:1]([C:4]1[CH:5]=[CH:6][C:7]([O:12][CH2:13][CH2:14][CH3:15])=[C:8]([CH:11]=1)[CH:9]=[O:10])([O-:3])=[O:2].OCC1C=C([N+]([O-])=O)C=CC=1O. No catalyst specified. The product is [N+:1]([C:4]1[CH:5]=[CH:6][C:7]([O:12][CH2:13][CH2:14][CH3:15])=[C:8]([CH:11]=1)[CH2:9][OH:10])([O-:3])=[O:2]. The yield is 0.930. (2) The reactants are [CH3:1][S:2][CH2:3][CH2:4][C:5](Cl)=[O:6].Cl.[CH3:9][O:10][C:11](=[O:21])[C@H:12]([CH2:14][C:15]1[CH:20]=[CH:19][CH:18]=[CH:17][CH:16]=1)[NH2:13].C(N(CC)CC)C. The catalyst is ClCCl. The product is [CH3:9][O:10][C:11](=[O:21])[CH:12]([NH:13][C:5](=[O:6])[CH2:4][CH2:3][S:2][CH3:1])[CH2:14][C:15]1[CH:20]=[CH:19][CH:18]=[CH:17][CH:16]=1. The yield is 0.920. (3) The reactants are [F:1][CH2:2][C:3](=[O:34])[CH:4]([NH:9][C:10]([CH:12]1[CH2:17][CH2:16][CH2:15][CH2:14][N:13]1[C:18]([N:20]1[C:33]2[CH:32]=[CH:31][CH:30]=[CH:29][C:28]=2[S:27][C:26]2[C:21]1=[CH:22][CH:23]=[CH:24][CH:25]=2)=[O:19])=[O:11])[CH2:5][C:6]([OH:8])=O.N=C=N.[CH2:38]([NH:40][CH2:41][CH3:42])[CH3:39]. The catalyst is C(Cl)Cl. The product is [CH2:38]([N:40]([CH2:41][CH3:42])[C:6](=[O:8])[CH2:5][CH:4]([NH:9][C:10]([CH:12]1[CH2:17][CH2:16][CH2:15][CH2:14][N:13]1[C:18]([N:20]1[C:21]2[CH:22]=[CH:23][CH:24]=[CH:25][C:26]=2[S:27][C:28]2[C:33]1=[CH:32][CH:31]=[CH:30][CH:29]=2)=[O:19])=[O:11])[C:3](=[O:34])[CH2:2][F:1])[CH3:39]. The yield is 0.110. (4) The reactants are [Cl-].O[NH3+:3].[C:4](=[O:7])([O-])[OH:5].[Na+].CS(C)=O.[CH2:13]([C:15]1[N:16]([C:40]2[CH:45]=[CH:44][C:43]([O:46][C:47]([CH3:53])([CH3:52])[C:48]([OH:51])([CH3:50])[CH3:49])=[CH:42][CH:41]=2)[C:17](=[O:39])[C:18]([CH2:24][C:25]2[CH:30]=[CH:29][C:28]([C:31]3[C:32]([C:37]#[N:38])=[CH:33][CH:34]=[CH:35][CH:36]=3)=[CH:27][CH:26]=2)=[C:19]([CH2:21][CH2:22][CH3:23])[N:20]=1)[CH3:14]. The catalyst is C(OCC)(=O)C. The product is [CH2:13]([C:15]1[N:16]([C:40]2[CH:41]=[CH:42][C:43]([O:46][C:47]([CH3:53])([CH3:52])[C:48]([OH:51])([CH3:50])[CH3:49])=[CH:44][CH:45]=2)[C:17](=[O:39])[C:18]([CH2:24][C:25]2[CH:26]=[CH:27][C:28]([C:31]3[CH:36]=[CH:35][CH:34]=[CH:33][C:32]=3[C:37]3[NH:3][C:4](=[O:7])[O:5][N:38]=3)=[CH:29][CH:30]=2)=[C:19]([CH2:21][CH2:22][CH3:23])[N:20]=1)[CH3:14]. The yield is 0.350. (5) The reactants are [OH:1][C:2]1[CH:3]=[C:4]2[C:9](=[C:10]([CH3:12])[CH:11]=1)[O:8][CH:7]([C:13]([F:16])([F:15])[F:14])[C:6]([C:17]([O:19][CH2:20][CH3:21])=[O:18])=[CH:5]2.[C:22]([O-])([O-])=O.[K+].[K+].IC. The catalyst is CC(C)=O. The product is [CH3:22][O:1][C:2]1[CH:3]=[C:4]2[C:9](=[C:10]([CH3:12])[CH:11]=1)[O:8][CH:7]([C:13]([F:16])([F:14])[F:15])[C:6]([C:17]([O:19][CH2:20][CH3:21])=[O:18])=[CH:5]2. The yield is 0.980. (6) The reactants are [C:1](O)(=[O:5])[C:2]#[C:3][CH3:4].C(Cl)(=O)OCC(C)C.CN1CCOCC1.[NH2:22][C:23]1[CH:24]=[C:25]([CH:42]=[CH:43][CH:44]=1)[O:26][C:27]1[CH:28]=[CH:29][C:30]2[N:31]([CH:33]=[C:34]([NH:36][C:37]([CH:39]3[CH2:41][CH2:40]3)=[O:38])[N:35]=2)[N:32]=1.C(=O)([O-])O.[Na+]. The catalyst is O1CCCC1.N1C=CC=CC=1.CN(C)C=O. The product is [C:1]([NH:22][C:23]1[CH:24]=[C:25]([CH:42]=[CH:43][CH:44]=1)[O:26][C:27]1[CH:28]=[CH:29][C:30]2[N:31]([CH:33]=[C:34]([NH:36][C:37]([CH:39]3[CH2:41][CH2:40]3)=[O:38])[N:35]=2)[N:32]=1)(=[O:5])[C:2]#[C:3][CH3:4]. The yield is 0.730. (7) The reactants are [Br:1][C:2]1[CH:13]=[CH:12][C:5]([O:6][CH2:7][CH:8]2[CH2:11][NH:10][CH2:9]2)=[CH:4][CH:3]=1.C(N(CC)CC)C.[C:21](OC(=O)C)(=[O:23])[CH3:22]. The catalyst is C(Cl)Cl.C(OCC)(=O)C. The product is [Br:1][C:2]1[CH:3]=[CH:4][C:5]([O:6][CH2:7][CH:8]2[CH2:9][N:10]([C:21](=[O:23])[CH3:22])[CH2:11]2)=[CH:12][CH:13]=1. The yield is 1.00.